This data is from Full USPTO retrosynthesis dataset with 1.9M reactions from patents (1976-2016). The task is: Predict the reactants needed to synthesize the given product. (1) Given the product [F:1][C:2]1[CH:3]=[CH:4][C:5]([CH2:8][C:9]2[CH:10]=[C:11]([NH:18][C:19]3[CH:20]=[CH:21][C:22]([O:25][CH3:26])=[CH:23][CH:24]=3)[C:12]([C:15]([O:17][CH3:27])=[O:16])=[N:13][CH:14]=2)=[CH:6][CH:7]=1, predict the reactants needed to synthesize it. The reactants are: [F:1][C:2]1[CH:7]=[CH:6][C:5]([CH2:8][C:9]2[CH:10]=[C:11]([NH:18][C:19]3[CH:24]=[CH:23][C:22]([O:25][CH3:26])=[CH:21][CH:20]=3)[C:12]([C:15]([OH:17])=[O:16])=[N:13][CH:14]=2)=[CH:4][CH:3]=1.[C:27](=O)([O-])[O-].[K+].[K+].IC. (2) Given the product [CH2:1]([O:9][C:10]([C@:12]1([NH2:17])[CH2:16][CH2:15][O:14][CH2:13]1)=[O:11])[CH2:2][C:3]1[CH:4]=[CH:5][CH:6]=[CH:7][CH:8]=1, predict the reactants needed to synthesize it. The reactants are: [CH2:1]([O:9][C:10]([C:12]1([NH2:17])[CH2:16][CH2:15][O:14][CH2:13]1)=[O:11])[CH2:2][C:3]1[CH:8]=[CH:7][CH:6]=[CH:5][CH:4]=1.CC(OC)(C)C.CC#N.C(O)(=O)[C@H](C1C=CC=CC=1)O. (3) Given the product [C:35]([C:3]1[CH:2]=[C:9]([N:10]2[C:13](=[O:33])[C:15]3([CH2:16][CH2:17][CH2:18]3)[N:19]([C:20]3[CH:29]=[CH:28][C:23]([C:24]([NH:26][CH3:27])=[O:25])=[C:22]([F:30])[CH:21]=3)[C:11]2=[S:12])[CH:8]=[CH:7][C:4]=1[C:5]#[N:6])#[N:36], predict the reactants needed to synthesize it. The reactants are: Cl[C:2]1[CH:3]=[C:4]([CH:7]=[CH:8][C:9]=1[N:10]=[C:11]=[S:12])[C:5]#[N:6].[C:13]([C:15]1([NH:19][C:20]2[CH:29]=[CH:28][C:23]([C:24]([NH:26][CH3:27])=[O:25])=[C:22]([F:30])[CH:21]=2)[CH2:18][CH2:17][CH2:16]1)#N.C([OH:33])C.Cl.[CH3:35][N:36](C=O)C. (4) Given the product [CH2:1]([C:3]1[C:15]([CH2:16][CH2:17][NH2:18])=[C:6]2[C:7]3[CH:13]=[C:12]([CH3:14])[O:11][C:8]=3[CH:9]=[CH:10][N:5]2[N:4]=1)[CH3:2], predict the reactants needed to synthesize it. The reactants are: [CH2:1]([C:3]1[C:15]([CH2:16][C:17]#[N:18])=[C:6]2[C:7]3[CH:13]=[C:12]([CH3:14])[O:11][C:8]=3[CH:9]=[CH:10][N:5]2[N:4]=1)[CH3:2]. (5) Given the product [I:9][C:8]1[C:4]([C:1]2[CH:3]=[CH:2][C:29]([C:32]([F:35])([F:34])[F:33])=[CH:28][CH:27]=2)=[N:5][N:6]([CH3:15])[C:7]=1[C:10]([O:12][CH3:13])=[O:11], predict the reactants needed to synthesize it. The reactants are: [CH:1]1([C:4]2[C:8]([I:9])=[C:7]([C:10]([O:12][CH2:13]C)=[O:11])[N:6]([CH3:15])[N:5]=2)[CH2:3][CH2:2]1.CN1C(C(OC)=O)=CC(C2C=C[C:29]([C:32]([F:35])([F:34])[F:33])=[CH:28][CH:27]=2)=N1.II. (6) Given the product [CH2:29]([C:28]1[C:7]([CH2:1][CH2:2][CH2:3][CH2:4][CH2:5][CH3:6])=[CH:8][C:9]2[C:26](=[CH:25][C:24]3[CH:23]([OH:35])[C:22]4[C:13]([CH:12]([OH:36])[C:11]=3[CH:10]=2)=[CH:14][C:15]2[C:20](=[CH:19][CH:18]=[CH:17][CH:16]=2)[CH:21]=4)[CH:27]=1)[CH2:30][CH2:31][CH2:32][CH2:33][CH3:34], predict the reactants needed to synthesize it. The reactants are: [CH2:1]([C:7]1[C:28]([CH2:29][CH2:30][CH2:31][CH2:32][CH2:33][CH3:34])=[CH:27][C:26]2[C:9](=[CH:10][C:11]3[C:12](=[O:36])[C:13]4[C:22]([C:23](=[O:35])[C:24]=3[CH:25]=2)=[CH:21][C:20]2[C:15](=[CH:16][CH:17]=[CH:18][CH:19]=2)[CH:14]=4)[CH:8]=1)[CH2:2][CH2:3][CH2:4][CH2:5][CH3:6].C([BH-](CC)CC)C.[Li+].Cl.